Dataset: Reaction yield outcomes from USPTO patents with 853,638 reactions. Task: Predict the reaction yield, written as a fraction of the theoretical maximum amount of product (1.0 means a 100% yield; for example, 0.34 means a 34% yield). (1) The reactants are [OH:1][C@@:2]1([C:9]#[C:10][C:11]2[CH:12]=[C:13]([C:17]3[CH:22]=[C:21]([O:23][CH3:24])[N:20]=[C:19]([C:25]([O:27]CC)=O)[N:18]=3)[CH:14]=[CH:15][CH:16]=2)[CH2:6][CH2:5][N:4]([CH3:7])[C:3]1=[O:8].[NH3:30]. No catalyst specified. The product is [OH:1][C@@:2]1([C:9]#[C:10][C:11]2[CH:12]=[C:13]([C:17]3[CH:22]=[C:21]([O:23][CH3:24])[N:20]=[C:19]([C:25]([NH2:30])=[O:27])[N:18]=3)[CH:14]=[CH:15][CH:16]=2)[CH2:6][CH2:5][N:4]([CH3:7])[C:3]1=[O:8]. The yield is 0.190. (2) The reactants are [Cl:1][C:2]1[CH:17]=[CH:16][C:5]([CH2:6][N:7]2[C:12](=[O:13])[C:11]([Br:14])=[N:10][NH:9][C:8]2=[O:15])=[CH:4][CH:3]=1.[C:18]([NH:21][C:22]1[CH:23]=[C:24](B(O)O)[CH:25]=[CH:26][CH:27]=1)(=[O:20])[CH3:19].N1C=CC=CC=1.CC#N. The catalyst is CN(C=O)C.C([O-])(=O)C.[Cu+2].C([O-])(=O)C. The product is [Cl:1][C:2]1[CH:17]=[CH:16][C:5]([CH2:6][N:7]2[C:12](=[O:13])[C:11]([Br:14])=[N:10][N:9]([C:26]3[CH:27]=[C:22]([NH:21][C:18](=[O:20])[CH3:19])[CH:23]=[CH:24][CH:25]=3)[C:8]2=[O:15])=[CH:4][CH:3]=1. The yield is 0.620. (3) The reactants are N1C2C(=C(N3CCN(C(C4CCC5C(=CC=CC=5)N4)=O)CC3)C=CC=2)C=C1.[CH3:28][C:29]1[CH:38]=[C:37]2[C:32]([CH2:33][CH2:34][CH:35]([C:39]([OH:41])=O)[NH:36]2)=[CH:31][CH:30]=1.N1C2C(=CC=CC=2)CCC1C(O)=O.[F:55][C:56]1[CH:61]=[CH:60][C:59]([N:62]2[CH2:67][CH2:66][NH:65][CH2:64][CH2:63]2)=[C:58]([O:68][CH3:69])[CH:57]=1. No catalyst specified. The product is [F:55][C:56]1[CH:61]=[CH:60][C:59]([N:62]2[CH2:63][CH2:64][N:65]([C:39]([CH:35]3[CH2:34][CH2:33][C:32]4[C:37](=[CH:38][C:29]([CH3:28])=[CH:30][CH:31]=4)[NH:36]3)=[O:41])[CH2:66][CH2:67]2)=[C:58]([O:68][CH3:69])[CH:57]=1. The yield is 0.720.